This data is from Forward reaction prediction with 1.9M reactions from USPTO patents (1976-2016). The task is: Predict the product of the given reaction. Given the reactants [Cl:1][C:2]1[C:3]([O:12][C:13]2[CH:18]=[C:17]([O:19][CH2:20][CH2:21][O:22][CH3:23])[CH:16]=[CH:15][C:14]=2/[CH:24]=[CH:25]/[C:26](O)=[O:27])=[N:4][CH:5]=[C:6]([C:8]([F:11])([F:10])[F:9])[CH:7]=1.Cl.C(N=C=NCCCN(C)C)C.[N:41]1[CH:46]=[CH:45][CH:44]=[CH:43][C:42]=1[S:47]([NH2:50])(=[O:49])=[O:48].Cl, predict the reaction product. The product is: [Cl:1][C:2]1[C:3]([O:12][C:13]2[CH:18]=[C:17]([O:19][CH2:20][CH2:21][O:22][CH3:23])[CH:16]=[CH:15][C:14]=2/[CH:24]=[CH:25]/[C:26]([NH:50][S:47]([C:42]2[CH:43]=[CH:44][CH:45]=[CH:46][N:41]=2)(=[O:49])=[O:48])=[O:27])=[N:4][CH:5]=[C:6]([C:8]([F:10])([F:9])[F:11])[CH:7]=1.